From a dataset of Forward reaction prediction with 1.9M reactions from USPTO patents (1976-2016). Predict the product of the given reaction. (1) Given the reactants [N+:1]([C:4]1[CH:12]=[C:11]2[C:7]([CH:8]=[N:9][N:10]2[CH2:13][O:14][CH2:15][CH2:16][Si:17]([CH3:20])([CH3:19])[CH3:18])=[CH:6][C:5]=1[C:21]1[CH:22]=[C:23]([CH:26]=[CH:27][CH:28]=1)[CH:24]=O)([O-:3])=[O:2].[NH:29]1[CH2:34][CH2:33][CH2:32][CH2:31][CH2:30]1.[BH4-].[Na+], predict the reaction product. The product is: [N+:1]([C:4]1[CH:12]=[C:11]2[C:7]([CH:8]=[N:9][N:10]2[CH2:13][O:14][CH2:15][CH2:16][Si:17]([CH3:20])([CH3:19])[CH3:18])=[CH:6][C:5]=1[C:21]1[CH:28]=[CH:27][CH:26]=[C:23]([CH2:24][N:29]2[CH2:34][CH2:33][CH2:32][CH2:31][CH2:30]2)[CH:22]=1)([O-:3])=[O:2]. (2) Given the reactants [C:1]([C@H:3]1[C@H:8]2[CH2:9][C@H:7]2[C@H:6]2[C@H:10]3[C@H:20]([CH2:21][CH2:22][C@:4]12[CH3:5])[C@:18]1([CH3:19])[C:13](=[CH:14][C:15](=[O:23])[CH2:16][CH2:17]1)[CH2:12][CH2:11]3)#[N:2].S(Cl)([Cl:27])(=O)=O.C(=O)([O-])O.[Na+].O, predict the reaction product. The product is: [Cl:27][C:14]1[C:15](=[O:23])[CH2:16][CH2:17][C@@:18]2([CH3:19])[C:13]=1[CH2:12][CH2:11][C@@H:10]1[C@@H:20]2[CH2:21][CH2:22][C@@:4]2([CH3:5])[C@H:6]1[C@@H:7]1[CH2:9][C@@H:8]1[C@@H:3]2[C:1]#[N:2].